Dataset: Forward reaction prediction with 1.9M reactions from USPTO patents (1976-2016). Task: Predict the product of the given reaction. (1) Given the reactants [OH-].[Na+:2].C[O:4][C:5](=[O:40])[C:6]1[CH:11]=[CH:10][C:9]([C:12]([N:14]2[CH2:19][CH2:18][CH:17]([C:20]3([C:28]4[CH:33]=[CH:32][CH:31]=[C:30]([NH:34][C:35](=[O:39])[CH2:36][O:37][CH3:38])[CH:29]=4)[C:24](=[O:25])[N:23]([CH3:26])[C:22]([NH2:27])=[N:21]3)[CH2:16][CH2:15]2)=[O:13])=[CH:8][CH:7]=1, predict the reaction product. The product is: [NH2:27][C:22]1[N:23]([CH3:26])[C:24](=[O:25])[C:20]([CH:17]2[CH2:18][CH2:19][N:14]([C:12]([C:9]3[CH:10]=[CH:11][C:6]([C:5]([O-:40])=[O:4])=[CH:7][CH:8]=3)=[O:13])[CH2:15][CH2:16]2)([C:28]2[CH:33]=[CH:32][CH:31]=[C:30]([NH:34][C:35](=[O:39])[CH2:36][O:37][CH3:38])[CH:29]=2)[N:21]=1.[Na+:2]. (2) Given the reactants [CH:1]12[CH2:7][CH:4]([CH2:5][CH2:6]1)[C:3](=O)[C:2]2=O.COP([CH2:16][C:17](=O)[C:18]1[CH:23]=[CH:22][CH:21]=[CH:20][C:19]=1[O:24][C:25]([F:28])([F:27])[F:26])(=O)OC.O.[NH2:31][NH2:32], predict the reaction product. The product is: [F:26][C:25]([F:28])([F:27])[O:24][C:19]1[CH:20]=[CH:21][CH:22]=[CH:23][C:18]=1[C:17]1[CH:16]=[C:3]2[C:2]([CH:1]3[CH2:7][CH:4]2[CH2:5][CH2:6]3)=[N:32][N:31]=1. (3) The product is: [Br-:14].[CH3:13][C:9]1[S:8][C:7]2[CH:5]([CH3:6])[O:4][C:1]([C:18]3[CH:23]=[CH:22][CH:21]=[CH:20][CH:19]=3)=[CH:2][N+:11]=2[C:10]=1[CH3:12]. Given the reactants [C:1]([O:4][CH:5]([C:7]1[S:8][C:9]([CH3:13])=[C:10]([CH3:12])[N:11]=1)[CH3:6])(=O)[CH3:2].[Br:14]CC([C:18]1[CH:23]=[CH:22][CH:21]=[CH:20][CH:19]=1)=O, predict the reaction product. (4) Given the reactants [Cl:1][C:2]1[CH:3]=[C:4]([C:9]23[CH2:14][CH:13]2[C:12](=[O:15])[O:11][C:10]3=[O:16])[CH:5]=[CH:6][C:7]=1[Cl:8].[CH2:17]([NH2:20])[CH2:18][CH3:19].C(OCC)(=O)C, predict the reaction product. The product is: [CH2:17]([NH:20][C:10]([C:9]1([C:4]2[CH:5]=[CH:6][C:7]([Cl:8])=[C:2]([Cl:1])[CH:3]=2)[CH2:14][CH:13]1[C:12]([OH:11])=[O:15])=[O:16])[CH2:18][CH3:19]. (5) The product is: [O:13]=[C:12]([CH3:14])[CH2:10][CH2:11][N:9]([C@H:7]([C:1]1[CH:6]=[CH:5][CH:4]=[CH:3][CH:2]=1)[CH3:8])[C:20](=[O:21])[O:19][C:16]([CH3:18])([CH3:17])[CH3:15]. Given the reactants [C:1]1([C@@H:7]([NH2:9])[CH3:8])[CH:6]=[CH:5][CH:4]=[CH:3][CH:2]=1.[CH:10]([C:12]([CH3:14])=[O:13])=[CH2:11].[CH3:15][C:16]([O:19][C:20](O[C:20]([O:19][C:16]([CH3:18])([CH3:17])[CH3:15])=[O:21])=[O:21])([CH3:18])[CH3:17], predict the reaction product. (6) Given the reactants [CH2:1]([CH:3]([CH2:6][CH2:7][CH2:8][CH3:9])[CH2:4][OH:5])[CH3:2].[SH:10][C:11]1[CH:19]=[CH:18][CH:17]=[CH:16][C:12]=1[C:13](O)=[O:14].S(=O)(=O)(O)O, predict the reaction product. The product is: [SH:10][C:11]1[CH:19]=[CH:18][CH:17]=[CH:16][C:12]=1[C:13]([O:5][CH2:4][CH:3]([CH2:1][CH3:2])[CH2:6][CH2:7][CH2:8][CH3:9])=[O:14].